This data is from Forward reaction prediction with 1.9M reactions from USPTO patents (1976-2016). The task is: Predict the product of the given reaction. (1) Given the reactants C1(P(C2C=CC=CC=2)C2C=CC=CC=2)C=CC=CC=1.[N:20]([CH2:23][C:24]1[C:25]([C:35]#[N:36])=[N:26][C:27]([CH3:34])=[C:28]([O:31][CH2:32][CH3:33])[C:29]=1[CH3:30])=[N+]=[N-].O1CCCC1, predict the reaction product. The product is: [CH2:32]([O:31][C:28]1[C:29]([CH3:30])=[C:24]2[CH2:23][N:20]=[C:35]([NH2:36])[C:25]2=[N:26][C:27]=1[CH3:34])[CH3:33]. (2) The product is: [C:8]([C:12]1[CH:13]=[C:14]([NH:68][S:69]([CH3:72])(=[O:71])=[O:70])[C:15]([O:66][CH3:67])=[C:16]([NH:18][C:19](=[O:65])[NH:20][C:21]2[C:30]3[C:25](=[CH:26][CH:27]=[CH:28][CH:29]=3)[C:24]([O:31][C:32]3[CH:37]=[CH:36][N:35]=[C:34]([NH:38][C:39]4[CH:40]=[C:41]([CH:60]=[C:61]([O:63][CH3:64])[CH:62]=4)[C:42]([NH:44][CH2:45][CH2:46][O:47][CH2:48][CH2:49][O:50][CH2:51][CH2:52][C:53]([OH:55])=[O:54])=[O:43])[N:33]=3)=[CH:23][CH:22]=2)[CH:17]=1)([CH3:11])([CH3:9])[CH3:10]. Given the reactants C(O)(C(F)(F)F)=O.[C:8]([C:12]1[CH:13]=[C:14]([NH:68][S:69]([CH3:72])(=[O:71])=[O:70])[C:15]([O:66][CH3:67])=[C:16]([NH:18][C:19](=[O:65])[NH:20][C:21]2[C:30]3[C:25](=[CH:26][CH:27]=[CH:28][CH:29]=3)[C:24]([O:31][C:32]3[CH:37]=[CH:36][N:35]=[C:34]([NH:38][C:39]4[CH:40]=[C:41]([CH:60]=[C:61]([O:63][CH3:64])[CH:62]=4)[C:42]([NH:44][CH2:45][CH2:46][O:47][CH2:48][CH2:49][O:50][CH2:51][CH2:52][C:53]([O:55]C(C)(C)C)=[O:54])=[O:43])[N:33]=3)=[CH:23][CH:22]=2)[CH:17]=1)([CH3:11])([CH3:10])[CH3:9], predict the reaction product. (3) Given the reactants [Cl:1][C:2]1[C:3]([F:42])=[C:4]([C@@H:8]2[C@:12]([C:15]3[CH:20]=[CH:19][C:18]([Cl:21])=[CH:17][C:16]=3[F:22])([C:13]#[N:14])[C@H:11]([CH2:23][C:24]([CH3:27])([CH3:26])[CH3:25])[NH:10][C@H:9]2[C:28]([NH:30][C:31]2[CH:39]=[CH:38][C:34]([C:35](O)=[O:36])=[CH:33][C:32]=2OC)=[O:29])[CH:5]=[CH:6][CH:7]=1.[CH:43]([N:46](CC)C(C)C)([CH3:45])[CH3:44].F[P-](F)(F)(F)(F)F.N1([O:68][C:69](N(C)C)=[N+](C)C)C2N=CC=CC=2N=N1.C(OCC)(=[O:78])C, predict the reaction product. The product is: [Cl:1][C:2]1[C:3]([F:42])=[C:4]([CH:8]2[C:12]([C:15]3[CH:20]=[CH:19][C:18]([Cl:21])=[CH:17][C:16]=3[F:22])([C:13]#[N:14])[CH:11]([CH2:23][C:24]([CH3:26])([CH3:27])[CH3:25])[NH:10][CH:9]2[C:28]([NH:30][C:31]2[CH:39]=[CH:38][C:34]([C:35](=[O:36])[NH:46][CH:43]([CH3:45])[CH2:44][OH:78])=[CH:33][C:32]=2[O:68][CH3:69])=[O:29])[CH:5]=[CH:6][CH:7]=1.